Dataset: Catalyst prediction with 721,799 reactions and 888 catalyst types from USPTO. Task: Predict which catalyst facilitates the given reaction. (1) Reactant: [NH2:1][C:2]1[CH:7]=[C:6]([Br:8])[C:5]([Cl:9])=[CH:4][C:3]=1[CH2:10][OH:11]. Product: [NH2:1][C:2]1[CH:7]=[C:6]([Br:8])[C:5]([Cl:9])=[CH:4][C:3]=1[CH:10]=[O:11]. The catalyst class is: 428. (2) Reactant: [Cl:1][C:2]1[CH:7]=[CH:6][C:5]([OH:8])=[CH:4][C:3]=1[N+:9]([O-:11])=[O:10].Cl[CH2:13][C:14]1[CH:19]=[CH:18][C:17]([O:20][CH3:21])=[CH:16][CH:15]=1.C(=O)([O-])[O-].[K+].[K+]. Product: [Cl:1][C:2]1[CH:7]=[CH:6][C:5]([O:8][CH2:13][C:14]2[CH:19]=[CH:18][C:17]([O:20][CH3:21])=[CH:16][CH:15]=2)=[CH:4][C:3]=1[N+:9]([O-:11])=[O:10]. The catalyst class is: 711. (3) Reactant: [OH:1][C@@H:2]1[CH2:6][N:5]([C:7]([O:9][C:10]([CH3:13])([CH3:12])[CH3:11])=[O:8])[C@@H:4]([CH2:14][O:15][CH3:16])[CH2:3]1.C(N(CC)CC)C.[CH3:24][S:25](Cl)(=[O:27])=[O:26]. Product: [CH3:16][O:15][CH2:14][C@H:4]1[CH2:3][C@H:2]([O:1][S:25]([CH3:24])(=[O:27])=[O:26])[CH2:6][N:5]1[C:7]([O:9][C:10]([CH3:11])([CH3:12])[CH3:13])=[O:8]. The catalyst class is: 2.